Task: Predict the product of the given reaction.. Dataset: Forward reaction prediction with 1.9M reactions from USPTO patents (1976-2016) Given the reactants [Cl:1][C:2]1[C:3]2[CH:10]=[CH:9][NH:8][C:4]=2[N:5]=[CH:6][N:7]=1.I[CH:12]([CH3:14])[CH3:13].C(=O)([O-])[O-].[Cs+].[Cs+].[Br:21]N1C(=O)CCC1=O, predict the reaction product. The product is: [Br:21][C:10]1[C:3]2[C:2]([Cl:1])=[N:7][CH:6]=[N:5][C:4]=2[N:8]([CH:12]([CH3:14])[CH3:13])[CH:9]=1.